From a dataset of Catalyst prediction with 721,799 reactions and 888 catalyst types from USPTO. Predict which catalyst facilitates the given reaction. (1) Reactant: FC(F)(F)C(O)=O.[NH:8]([C:12]1[CH:39]=[CH:38][C:15]([C:16]([O:18][C:19]2[CH:20]=[C:21]([C:25]3[CH2:29][C:28]([CH2:34][C:35]([OH:37])=[O:36])([CH2:30][C:31]([OH:33])=[O:32])[O:27][N:26]=3)[CH:22]=[CH:23][CH:24]=2)=[O:17])=[CH:14][CH:13]=1)[C:9]([NH2:11])=[NH:10].C([O-])(=O)C.[NH4+]. Product: [NH:8]([C:12]1[CH:13]=[CH:14][C:15]([C:16]([O:18][C:19]2[CH:20]=[C:21]([C:25]3[CH2:29][C:28]([CH2:34][C:35]([OH:37])=[O:36])([CH2:30][C:31]([OH:33])=[O:32])[O:27][N:26]=3)[CH:22]=[CH:23][CH:24]=2)=[O:17])=[CH:38][CH:39]=1)[C:9]([NH2:11])=[NH:10]. The catalyst class is: 6. (2) Reactant: [CH:1]([N:4]1[C:8](=[O:9])[C:7](=[O:10])[N:6]=[C:5]1SC)([CH3:3])[CH3:2].[Cl:13][C:14]1[CH:15]=[C:16]([NH:21][C:22]([NH2:24])=[NH:23])[CH:17]=[CH:18][C:19]=1[Cl:20]. Product: [Cl:13][C:14]1[CH:15]=[C:16]([NH:21][C:22]([N:24]=[C:5]2[NH:6][C:7](=[O:10])[C:8](=[O:9])[N:4]2[CH:1]([CH3:3])[CH3:2])=[NH:23])[CH:17]=[CH:18][C:19]=1[Cl:20]. The catalyst class is: 22. (3) Reactant: Br[C:2]1[C:3]2[C:4](=[CH:16][N:17]([C:19]3[C:24]([Cl:25])=[CH:23][CH:22]=[CH:21][C:20]=3[Cl:26])[N:18]=2)[C:5]([NH:8][C:9]2[CH:14]=[C:13]([CH3:15])[N:12]=[CH:11][N:10]=2)=[N:6][CH:7]=1.C[C:28]([N:30](C)C)=O. Product: [Cl:26][C:20]1[CH:21]=[CH:22][CH:23]=[C:24]([Cl:25])[C:19]=1[N:17]1[CH:16]=[C:4]2[C:5]([NH:8][C:9]3[CH:14]=[C:13]([CH3:15])[N:12]=[CH:11][N:10]=3)=[N:6][CH:7]=[C:2]([C:28]#[N:30])[C:3]2=[N:18]1. The catalyst class is: 380. (4) Reactant: [CH2:1]([O:8][C:9]1[CH:14]=[C:13]([O:15][CH2:16][C:17]2[CH:22]=[CH:21][CH:20]=[CH:19][CH:18]=2)[C:12]([CH:23]([CH3:25])[CH3:24])=[CH:11][C:10]=1[C:26]([N:28]1[CH2:36][C:35]2[C:30](=[CH:31][CH:32]=[C:33]([N+:37]([O-])=O)[CH:34]=2)[CH2:29]1)=[O:27])[C:2]1[CH:7]=[CH:6][CH:5]=[CH:4][CH:3]=1.[Sn].O.O.[Cl-]. Product: [NH2:37][C:33]1[CH:34]=[C:35]2[C:30](=[CH:31][CH:32]=1)[CH2:29][N:28]([C:26]([C:10]1[CH:11]=[C:12]([CH:23]([CH3:25])[CH3:24])[C:13]([O:15][CH2:16][C:17]3[CH:18]=[CH:19][CH:20]=[CH:21][CH:22]=3)=[CH:14][C:9]=1[O:8][CH2:1][C:2]1[CH:7]=[CH:6][CH:5]=[CH:4][CH:3]=1)=[O:27])[CH2:36]2. The catalyst class is: 8.